Task: Predict the reaction yield, written as a fraction of the theoretical maximum amount of product (1.0 means a 100% yield; for example, 0.34 means a 34% yield).. Dataset: Reaction yield outcomes from USPTO patents with 853,638 reactions (1) The reactants are C(NC(C)C)(C)C.CCCCCC.[CH:14]([O:17][C:18]([CH:20]1[CH2:25][CH2:24][CH2:23][CH2:22][CH2:21]1)=[O:19])([CH3:16])[CH3:15].Br[CH2:27][CH:28]([CH2:31][CH3:32])[CH2:29][CH3:30].Cl. The catalyst is C1COCC1.C(OCC)(=O)C. The product is [CH:14]([O:17][C:18]([C:20]1([CH2:27][CH:28]([CH2:31][CH3:32])[CH2:29][CH3:30])[CH2:25][CH2:24][CH2:23][CH2:22][CH2:21]1)=[O:19])([CH3:16])[CH3:15]. The yield is 0.810. (2) The reactants are [CH3:1][O:2][C:3]([C:5]1[C:10]([C:11]2[CH:16]=[C:15]([O:17][CH3:18])[C:14]([O:19][CH3:20])=[C:13]([O:21][CH3:22])[CH:12]=2)=[C:9]([C:23]#[N:24])[C:8](=[S:25])[NH:7][C:6]=1[CH3:26])=[O:4].C(O)C.Br[CH2:31][C:32]([C:34]1[CH:43]=[CH:42][C:41]2[C:36](=[CH:37][CH:38]=[CH:39][CH:40]=2)[CH:35]=1)=[O:33]. No catalyst specified. The product is [CH3:1][O:2][C:3]([C:5]1[C:10]([C:11]2[CH:16]=[C:15]([O:17][CH3:18])[C:14]([O:19][CH3:20])=[C:13]([O:21][CH3:22])[CH:12]=2)=[C:9]2[C:23]([NH2:24])=[C:31]([C:32]([C:34]3[CH:43]=[CH:42][C:41]4[C:36](=[CH:37][CH:38]=[CH:39][CH:40]=4)[CH:35]=3)=[O:33])[S:25][C:8]2=[N:7][C:6]=1[CH3:26])=[O:4]. The yield is 0.890. (3) The reactants are C(=O)([O-])[O-].[K+].[K+].[CH3:7][N:8]=[C:9]=[O:10].[N+:11]([C:14]1[CH:19]=[C:18]([C:20]([F:23])([F:22])[F:21])[CH:17]=[CH:16][C:15]=1[O:24][C:25]1[CH:29]=[C:28]([C:30]([F:33])([F:32])[F:31])[NH:27][N:26]=1)([O-:13])=[O:12].Cl. The catalyst is C(OCC)(=O)C. The product is [CH3:7][NH:8][C:9]([N:27]1[C:28]([C:30]([F:31])([F:33])[F:32])=[CH:29][C:25]([O:24][C:15]2[CH:16]=[CH:17][C:18]([C:20]([F:23])([F:22])[F:21])=[CH:19][C:14]=2[N+:11]([O-:13])=[O:12])=[N:26]1)=[O:10]. The yield is 0.504.